From a dataset of Peptide-MHC class II binding affinity with 134,281 pairs from IEDB. Regression. Given a peptide amino acid sequence and an MHC pseudo amino acid sequence, predict their binding affinity value. This is MHC class II binding data. (1) The peptide sequence is KSTNGLRIKSYEDAK. The MHC is DRB1_1201 with pseudo-sequence DRB1_1201. The binding affinity (normalized) is 0.533. (2) The binding affinity (normalized) is 0.323. The MHC is HLA-DQA10501-DQB10201 with pseudo-sequence HLA-DQA10501-DQB10201. The peptide sequence is EVVNDVSTFSSGLVW. (3) The peptide sequence is SVYLSDNGVMSEQGS. The MHC is DRB1_0404 with pseudo-sequence DRB1_0404. The binding affinity (normalized) is 0.592. (4) The peptide sequence is ADLDSGAVIAARDPH. The MHC is HLA-DPA10301-DPB10402 with pseudo-sequence HLA-DPA10301-DPB10402. The binding affinity (normalized) is 0.378. (5) The peptide sequence is SARLRLLRDRLVEGV. The MHC is HLA-DQA10501-DQB10301 with pseudo-sequence HLA-DQA10501-DQB10301. The binding affinity (normalized) is 0.0475. (6) The peptide sequence is AVVGLSMAASSALTL. The MHC is DRB1_0101 with pseudo-sequence DRB1_0101. The binding affinity (normalized) is 0.434.